This data is from Forward reaction prediction with 1.9M reactions from USPTO patents (1976-2016). The task is: Predict the product of the given reaction. (1) The product is: [CH3:13][O:14][C:15]1[CH:20]=[CH:19][CH:18]=[CH:17][C:16]=1[C:2]1[CH:11]=[CH:10][C:5]([C:6]([O:8][CH3:9])=[O:7])=[CH:4][C:3]=1[CH3:12]. Given the reactants Br[C:2]1[CH:11]=[CH:10][C:5]([C:6]([O:8][CH3:9])=[O:7])=[CH:4][C:3]=1[CH3:12].[CH3:13][O:14][C:15]1[CH:20]=[CH:19][CH:18]=[CH:17][C:16]=1B(O)O.C(=O)([O-])[O-].[K+].[K+], predict the reaction product. (2) The product is: [Cl:20][CH2:19][CH2:18][CH2:17][C:16]#[C:15][C@H:12]1[CH2:11][CH2:10][C@H:9]([NH:7][CH3:6])[CH2:14][CH2:13]1. Given the reactants C(O[C:6](=O)[N:7]([C@H:9]1[CH2:14][CH2:13][C@H:12]([C:15]#[C:16][CH2:17][CH2:18][CH2:19][Cl:20])[CH2:11][CH2:10]1)C)(C)(C)C.FC(F)(F)C([O-])=O.ClCCCC#C[C@H]1CC[C@H]([NH2+]C)CC1, predict the reaction product. (3) Given the reactants [CH2:1]([SH:8])[C:2]1[CH:7]=[CH:6][CH:5]=[CH:4][CH:3]=1.Br[C:10]1[CH:19]=[C:18]([Cl:20])[CH:17]=[C:16]2[C:11]=1[N:12]=[CH:13][CH:14]=[N:15]2.C(=O)([O-])[O-].[Cs+].[Cs+], predict the reaction product. The product is: [CH2:1]([S:8][C:10]1[CH:19]=[C:18]([Cl:20])[CH:17]=[C:16]2[C:11]=1[N:12]=[CH:13][CH:14]=[N:15]2)[C:2]1[CH:7]=[CH:6][CH:5]=[CH:4][CH:3]=1. (4) Given the reactants CCCP1(OP(CCC)(=O)OP(CCC)(=O)O1)=O.[NH2:19][C:20]1[CH:28]=[CH:27][C:23]([C:24]([OH:26])=O)=[CH:22][C:21]=1[O:29][C:30]([F:33])([F:32])[F:31].[C:34]([NH:38][C:39](=[O:53])[C:40]1[CH:45]=[CH:44][CH:43]=[C:42]([CH2:46][N:47]2[CH2:52][CH2:51][NH:50][CH2:49][CH2:48]2)[CH:41]=1)([CH3:37])([CH3:36])[CH3:35].C(N(CC)CC)C, predict the reaction product. The product is: [NH2:19][C:20]1[CH:28]=[CH:27][C:23]([C:24]([N:50]2[CH2:49][CH2:48][N:47]([CH2:46][C:42]3[CH:41]=[C:40]([CH:45]=[CH:44][CH:43]=3)[C:39]([NH:38][C:34]([CH3:36])([CH3:37])[CH3:35])=[O:53])[CH2:52][CH2:51]2)=[O:26])=[CH:22][C:21]=1[O:29][C:30]([F:33])([F:32])[F:31]. (5) Given the reactants [Br:1][C:2]1[CH:3]=[C:4]([Cl:13])[C:5]([C:8]([F:12])([CH3:11])[C:9]#[N:10])=[N:6][CH:7]=1.[H-].[H-].[H-].[H-].[Li+].[Al+3].Cl, predict the reaction product. The product is: [ClH:13].[Br:1][C:2]1[CH:3]=[C:4]([Cl:13])[C:5]([C:8]([F:12])([CH3:11])[CH2:9][NH2:10])=[N:6][CH:7]=1. (6) Given the reactants [CH:1]([N:4]1[C:12]2[C:7](=[CH:8][C:9]([C:13]3[O:17][N:16]=[C:15]([C:18]4[CH:19]=[C:20]5[C:24](=[CH:25][CH:26]=4)[CH:23]([OH:27])[CH2:22][CH2:21]5)[N:14]=3)=[CH:10][CH:11]=2)[CH:6]=[CH:5]1)([CH3:3])[CH3:2].Br[CH2:29][C:30]([O:32][CH2:33][CH3:34])=[O:31], predict the reaction product. The product is: [CH2:33]([O:32][C:30](=[O:31])[CH2:29][O:27][CH:23]1[C:24]2[C:20](=[CH:19][C:18]([C:15]3[N:14]=[C:13]([C:9]4[CH:8]=[C:7]5[C:12](=[CH:11][CH:10]=4)[N:4]([CH:1]([CH3:3])[CH3:2])[CH:5]=[CH:6]5)[O:17][N:16]=3)=[CH:26][CH:25]=2)[CH2:21][CH2:22]1)[CH3:34]. (7) Given the reactants [Br:1][C:2]1[CH:7]=[CH:6][C:5]([C:8](=[O:14])[C:9](OCC)=[O:10])=[CH:4][CH:3]=1.[BH4-].[Na+], predict the reaction product. The product is: [Br:1][C:2]1[CH:3]=[CH:4][C:5]([CH:8]([OH:14])[CH2:9][OH:10])=[CH:6][CH:7]=1. (8) Given the reactants [NH2:1][C:2]1[C:10]2[C:9]([C:11]3[CH:16]=[CH:15][CH:14]=[C:13]([NH2:17])[CH:12]=3)=[N:8][C:7]([NH:18][CH:19]3[CH2:21][CH2:20]3)=[N:6][C:5]=2[S:4][C:3]=1[C:22]([NH2:24])=[O:23].[C:25]1([CH3:34])[CH:30]=[CH:29][C:28]([N:31]=[C:32]=[O:33])=[CH:27][CH:26]=1, predict the reaction product. The product is: [NH2:1][C:2]1[C:10]2[C:9]([C:11]3[CH:16]=[CH:15][CH:14]=[C:13]([NH:17][C:32]([NH:31][C:28]4[CH:29]=[CH:30][C:25]([CH3:34])=[CH:26][CH:27]=4)=[O:33])[CH:12]=3)=[N:8][C:7]([NH:18][CH:19]3[CH2:20][CH2:21]3)=[N:6][C:5]=2[S:4][C:3]=1[C:22]([NH2:24])=[O:23].